From a dataset of Catalyst prediction with 721,799 reactions and 888 catalyst types from USPTO. Predict which catalyst facilitates the given reaction. (1) Reactant: [NH2:1][C:2]1[CH:7]=[CH:6][C:5]([C:8]2[C:9](=[O:23])[O:10][CH2:11][C:12]=2[C:13]2[CH:18]=[CH:17][C:16]([S:19]([CH3:22])(=[O:21])=[O:20])=[CH:15][CH:14]=2)=[CH:4][CH:3]=1.Br[CH2:25][CH2:26][CH2:27][CH2:28]Br.CCN(CC)CC. Product: [CH3:22][S:19]([C:16]1[CH:17]=[CH:18][C:13]([C:12]2[CH2:11][O:10][C:9](=[O:23])[C:8]=2[C:5]2[CH:6]=[CH:7][C:2]([N:1]3[CH2:28][CH2:27][CH2:26][CH2:25]3)=[CH:3][CH:4]=2)=[CH:14][CH:15]=1)(=[O:21])=[O:20]. The catalyst class is: 10. (2) Reactant: [F:1][C:2]1[CH:28]=[C:27]([F:29])[CH:26]=[CH:25][C:3]=1[C:4]([NH:6][C:7]1[CH:12]=[C:11]([O:13][CH2:14][CH2:15][O:16][CH3:17])[CH:10]=[CH:9][C:8]=1/[CH:18]=[CH:19]/[C:20]([O:22]CC)=[O:21])=[O:5].[OH-].[Na+]. Product: [F:1][C:2]1[CH:28]=[C:27]([F:29])[CH:26]=[CH:25][C:3]=1[C:4]([NH:6][C:7]1[CH:12]=[C:11]([O:13][CH2:14][CH2:15][O:16][CH3:17])[CH:10]=[CH:9][C:8]=1/[CH:18]=[CH:19]/[C:20]([OH:22])=[O:21])=[O:5]. The catalyst class is: 214. (3) Reactant: [F:1][C:2]1[C:7]([F:8])=[CH:6][CH:5]=[CH:4][C:3]=1[CH2:9][CH2:10][C:11]1[CH:16]=[C:15]([OH:17])[N:14]2[N:18]=[C:19]([NH:21]C(=O)C)[CH:20]=[C:13]2[N:12]=1.Cl.[OH-].[Na+]. Product: [NH2:21][C:19]1[CH:20]=[C:13]2[N:12]=[C:11]([CH2:10][CH2:9][C:3]3[CH:4]=[CH:5][CH:6]=[C:7]([F:8])[C:2]=3[F:1])[CH:16]=[C:15]([OH:17])[N:14]2[N:18]=1. The catalyst class is: 24. (4) Reactant: [N:1]1([CH2:6][CH2:7][OH:8])[CH:5]=[CH:4][N:3]=[CH:2]1.[H-].[Na+].F[C:12]1[CH:17]=[CH:16][C:15]([N+:18]([O-:20])=[O:19])=[CH:14][CH:13]=1.O. Product: [N+:18]([C:15]1[CH:16]=[CH:17][C:12]([O:8][CH2:7][CH2:6][N:1]2[CH:5]=[CH:4][N:3]=[CH:2]2)=[CH:13][CH:14]=1)([O-:20])=[O:19]. The catalyst class is: 9. (5) Reactant: [CH3:1][C@@H:2]1[N:7]([C:8]2[N:13]=[CH:12][C:11]([C:14]([OH:20])([CH3:19])[C:15]([F:18])([F:17])[F:16])=[CH:10][N:9]=2)[CH2:6][CH2:5][N:4](C([O-])=O)[CH2:3]1.CCOC(C)=O.[ClH:30]. Product: [ClH:30].[ClH:30].[F:18][C:15]([F:16])([F:17])[C:14]([C:11]1[CH:10]=[N:9][C:8]([N:7]2[CH2:6][CH2:5][NH:4][CH2:3][C@@H:2]2[CH3:1])=[N:13][CH:12]=1)([OH:20])[CH3:19]. The catalyst class is: 12. (6) Reactant: [C:1]([Li])([CH3:4])([CH3:3])[CH3:2].[CH3:6][C:7]1[N:8]([C:14]([C:27]2[CH:32]=[CH:31][CH:30]=[CH:29][CH:28]=2)([C:21]2[CH:26]=[CH:25][CH:24]=[CH:23][CH:22]=2)[C:15]2[CH:20]=[CH:19][CH:18]=[CH:17][CH:16]=2)[CH:9]=[C:10]([CH:12]=[O:13])[N:11]=1. Product: [CH3:2][C:1]([CH3:4])([CH3:3])[CH:12]([C:10]1[N:11]=[C:7]([CH3:6])[N:8]([C:14]([C:15]2[CH:20]=[CH:19][CH:18]=[CH:17][CH:16]=2)([C:27]2[CH:32]=[CH:31][CH:30]=[CH:29][CH:28]=2)[C:21]2[CH:22]=[CH:23][CH:24]=[CH:25][CH:26]=2)[CH:9]=1)[OH:13]. The catalyst class is: 7. (7) Reactant: [NH2:1][C:2]1[S:3][C:4]2[N:5]=[C:6]([N:11]([CH3:32])[C:12]3[CH:13]=[C:14]([NH:18][C:19](=[O:31])[C:20]4[CH:25]=[CH:24][CH:23]=[C:22]([C:26]([C:29]#[N:30])([CH3:28])[CH3:27])[CH:21]=4)[CH:15]=[CH:16][CH:17]=3)[N:7]=[CH:8][C:9]=2[N:10]=1.[C:33](Cl)(=[O:35])[CH3:34].C(=O)([O-])O.[Na+]. Product: [C:33]([NH:1][C:2]1[S:3][C:4]2[N:5]=[C:6]([N:11]([CH3:32])[C:12]3[CH:13]=[C:14]([NH:18][C:19](=[O:31])[C:20]4[CH:25]=[CH:24][CH:23]=[C:22]([C:26]([C:29]#[N:30])([CH3:27])[CH3:28])[CH:21]=4)[CH:15]=[CH:16][CH:17]=3)[N:7]=[CH:8][C:9]=2[N:10]=1)(=[O:35])[CH3:34]. The catalyst class is: 17.